This data is from Forward reaction prediction with 1.9M reactions from USPTO patents (1976-2016). The task is: Predict the product of the given reaction. (1) The product is: [C:11]([O:10][C:8](=[O:9])[C:5]1[CH:4]=[CH:3][C:2]([C:45]2[CH:50]=[N:49][CH:48]=[CH:47][N:46]=2)=[CH:7][N:6]=1)([CH3:14])([CH3:13])[CH3:12]. Given the reactants Br[C:2]1[CH:3]=[CH:4][C:5]([C:8]([O:10][C:11]([CH3:14])([CH3:13])[CH3:12])=[O:9])=[N:6][CH:7]=1.CC1(C)C(C)(C)OB(B2OC(C)(C)C(C)(C)O2)O1.CC([O-])=O.[K+].C([O-])([O-])=O.[K+].[K+].Cl[C:45]1[CH:50]=[N:49][CH:48]=[CH:47][N:46]=1, predict the reaction product. (2) Given the reactants [Cl:1][C:2]1[CH:3]=[C:4]([NH:8][C:9]([N:11]2[CH2:16][CH2:15][N:14]([CH2:17][CH2:18][CH2:19][C:20]([OH:22])=O)[C:13](=[O:23])[C@@H:12]2[CH3:24])=[O:10])[CH:5]=[CH:6][CH:7]=1.ON1C=CC=CC1=O.CCN=C=NCCCN(C)C.FC(F)(F)C(O)=O.[CH2:51]1[C:54]2([CH2:59][CH2:58][NH:57][CH2:56][CH2:55]2)[CH2:53][O:52]1.C(N(CC)CC)C.OS([O-])(=O)=O.[K+], predict the reaction product. The product is: [Cl:1][C:2]1[CH:3]=[C:4]([NH:8][C:9]([N:11]2[CH2:16][CH2:15][N:14]([CH2:17][CH2:18][CH2:19][C:20]([N:57]3[CH2:58][CH2:59][C:54]4([CH2:51][O:52][CH2:53]4)[CH2:55][CH2:56]3)=[O:22])[C:13](=[O:23])[C@@H:12]2[CH3:24])=[O:10])[CH:5]=[CH:6][CH:7]=1.